This data is from NCI-60 drug combinations with 297,098 pairs across 59 cell lines. The task is: Regression. Given two drug SMILES strings and cell line genomic features, predict the synergy score measuring deviation from expected non-interaction effect. (1) Drug 1: CC=C1C(=O)NC(C(=O)OC2CC(=O)NC(C(=O)NC(CSSCCC=C2)C(=O)N1)C(C)C)C(C)C. Drug 2: C1CN(CCN1C(=O)CCBr)C(=O)CCBr. Cell line: DU-145. Synergy scores: CSS=71.5, Synergy_ZIP=3.55, Synergy_Bliss=3.44, Synergy_Loewe=-8.04, Synergy_HSA=4.46. (2) Drug 1: C1=CC(=C2C(=C1NCCNCCO)C(=O)C3=C(C=CC(=C3C2=O)O)O)NCCNCCO. Drug 2: C1=CC(=CC=C1C#N)C(C2=CC=C(C=C2)C#N)N3C=NC=N3. Cell line: HS 578T. Synergy scores: CSS=32.7, Synergy_ZIP=0.377, Synergy_Bliss=-1.76, Synergy_Loewe=-23.7, Synergy_HSA=-3.62.